From a dataset of Catalyst prediction with 721,799 reactions and 888 catalyst types from USPTO. Predict which catalyst facilitates the given reaction. (1) Reactant: [Cl:1][C:2]1[CH:3]=[C:4]([C:9]2([C:22]([F:25])([F:24])[F:23])[O:13][N:12]=[C:11]([C:14]3[CH:19]=[CH:18][C:17]([CH3:20])=[C:16]([F:21])[CH:15]=3)[CH2:10]2)[CH:5]=[C:6]([Cl:8])[CH:7]=1.ClC1C=C(C(C(F)(F)F)=C)C=C(Cl)C=1.[Br:40]N1C(=O)CCC1=O.N(C(C)(C)C#N)=NC(C)(C)C#N. Product: [Br:40][CH2:20][C:17]1[CH:18]=[CH:19][C:14]([C:11]2[CH2:10][C:9]([C:4]3[CH:5]=[C:6]([Cl:8])[CH:7]=[C:2]([Cl:1])[CH:3]=3)([C:22]([F:24])([F:23])[F:25])[O:13][N:12]=2)=[CH:15][C:16]=1[F:21]. The catalyst class is: 325. (2) Reactant: [CH:1]1([NH:6][C:7]2[N:12]=[C:11]([C:13]3[C:14]([C:28]4[CH:33]=[CH:32][C:31]([F:34])=[CH:30][CH:29]=4)=[N:15][N:16]4[C:21]([CH3:22])=[C:20]([C:23]([O:25]CC)=[O:24])[CH:19]=[CH:18][C:17]=34)[CH:10]=[CH:9][N:8]=2)[CH2:5][CH2:4][CH2:3][CH2:2]1.[OH-].[Li+]. Product: [CH:1]1([NH:6][C:7]2[N:12]=[C:11]([C:13]3[C:14]([C:28]4[CH:29]=[CH:30][C:31]([F:34])=[CH:32][CH:33]=4)=[N:15][N:16]4[C:21]([CH3:22])=[C:20]([C:23]([OH:25])=[O:24])[CH:19]=[CH:18][C:17]=34)[CH:10]=[CH:9][N:8]=2)[CH2:2][CH2:3][CH2:4][CH2:5]1. The catalyst class is: 12. (3) Reactant: [CH3:1][Si:2]([CH3:38])([CH3:37])[CH2:3][CH2:4][O:5][CH2:6][N:7]([CH2:29][O:30][CH2:31][CH2:32][Si:33]([CH3:36])([CH3:35])[CH3:34])[C:8]1[N:13]2[N:14]=[CH:15][CH:16]=[C:12]2[N:11]=[C:10]([CH:17]2[CH2:21][CH2:20][N:19]([C:22]([O:24][C:25]([CH3:28])([CH3:27])[CH3:26])=[O:23])[CH2:18]2)[CH:9]=1.C1C(=O)N([I:46])C(=O)C1. Product: [CH3:36][Si:33]([CH3:35])([CH3:34])[CH2:32][CH2:31][O:30][CH2:29][N:7]([CH2:6][O:5][CH2:4][CH2:3][Si:2]([CH3:1])([CH3:37])[CH3:38])[C:8]1[N:13]2[N:14]=[CH:15][C:16]([I:46])=[C:12]2[N:11]=[C:10]([CH:17]2[CH2:21][CH2:20][N:19]([C:22]([O:24][C:25]([CH3:28])([CH3:27])[CH3:26])=[O:23])[CH2:18]2)[CH:9]=1. The catalyst class is: 23. (4) Reactant: [Br:1][C:2]1[CH:8]=[CH:7][C:6]([F:9])=[CH:5][C:3]=1[NH2:4].[N+](C1C=C(S(O)(=O)=O)C=CC=1)([O-])=O.P(=O)(O)(O)O.[CH2:28]([C:32](=[CH2:35])[CH:33]=O)[CH2:29][CH2:30][CH3:31].O.N. Product: [Br:1][C:2]1[CH:8]=[CH:7][C:6]([F:9])=[C:5]2[C:3]=1[N:4]=[CH:35][C:32]([CH2:28][CH2:29][CH2:30][CH3:31])=[CH:33]2. The catalyst class is: 6. (5) Reactant: [Cl:1][C:2]1[CH:7]=[CH:6][C:5]([S:8]([NH:11][CH:12]2[CH2:21][CH2:20][C:19]3[C:14](=[CH:15][CH:16]=[CH:17][C:18]=3[CH2:22][CH2:23][CH:24]([OH:29])[C:25]([F:28])([F:27])[F:26])[CH2:13]2)(=[O:10])=[O:9])=[CH:4][CH:3]=1.CC(OI1(OC(C)=O)(OC(C)=O)OC(=O)C2C=CC=CC1=2)=O.FC(O)(F)F. Product: [Cl:1][C:2]1[CH:3]=[CH:4][C:5]([S:8]([NH:11][CH:12]2[CH2:21][CH2:20][C:19]3[C:14](=[CH:15][CH:16]=[CH:17][C:18]=3[CH2:22][CH2:23][C:24](=[O:29])[C:25]([F:26])([F:27])[F:28])[CH2:13]2)(=[O:10])=[O:9])=[CH:6][CH:7]=1. The catalyst class is: 4. (6) Reactant: C([O:5][C:6](=[O:34])[CH2:7][N:8]1[CH:12]=[CH:11][C:10]([NH:13][C:14](=[O:33])[C@@H:15]([C:22]2[CH:27]=[CH:26][C:25]([S:28]([CH3:31])(=[O:30])=[O:29])=[C:24]([Cl:32])[CH:23]=2)[CH2:16][CH:17]2[CH2:21][CH2:20][CH2:19][CH2:18]2)=[N:9]1)(C)(C)C. Product: [Cl:32][C:24]1[CH:23]=[C:22]([C@@H:15]([CH2:16][CH:17]2[CH2:21][CH2:20][CH2:19][CH2:18]2)[C:14]([NH:13][C:10]2[CH:11]=[CH:12][N:8]([CH2:7][C:6]([OH:34])=[O:5])[N:9]=2)=[O:33])[CH:27]=[CH:26][C:25]=1[S:28]([CH3:31])(=[O:30])=[O:29]. The catalyst class is: 617. (7) Product: [F:1][C:2]([F:21])([F:20])[C:3]1[CH:4]=[C:5]([CH:17]=[CH:18][CH:19]=1)[O:6][C:7]1[CH:16]=[CH:15][CH:14]=[C:9]([C:10]([NH:23][NH2:24])=[O:11])[CH:8]=1. The catalyst class is: 8. Reactant: [F:1][C:2]([F:21])([F:20])[C:3]1[CH:4]=[C:5]([CH:17]=[CH:18][CH:19]=1)[O:6][C:7]1[CH:8]=[C:9]([CH:14]=[CH:15][CH:16]=1)[C:10](OC)=[O:11].O.[NH2:23][NH2:24].